This data is from Reaction yield outcomes from USPTO patents with 853,638 reactions. The task is: Predict the reaction yield, written as a fraction of the theoretical maximum amount of product (1.0 means a 100% yield; for example, 0.34 means a 34% yield). The reactants are [CH3:1][O:2][C:3]1[CH:12]=[C:11]2[C:6]([C:7]([NH:13][C:14]3[CH:19]=[CH:18][C:17]([O:20][C:21]4[CH:26]=[CH:25][CH:24]=[CH:23][CH:22]=4)=[CH:16][CH:15]=3)=[N:8][CH:9]=[N:10]2)=[CH:5][C:4]=1[NH:27][C:28](=[O:38])[CH2:29]P(=O)(OCC)OCC.[CH3:39][N:40]([CH3:48])[CH2:41][CH:42](O)S([O-])(=O)=O.[Na+].[Li+].[Cl-].C(O[K])(C)(C)C. The catalyst is CS(C)=O.O.CC(=O)OCC. The product is [CH3:39][N:40]([CH3:48])[CH2:41]/[CH:42]=[CH:29]/[C:28]([NH:27][C:4]1[CH:5]=[C:6]2[C:11](=[CH:12][C:3]=1[O:2][CH3:1])[N:10]=[CH:9][N:8]=[C:7]2[NH:13][C:14]1[CH:19]=[CH:18][C:17]([O:20][C:21]2[CH:26]=[CH:25][CH:24]=[CH:23][CH:22]=2)=[CH:16][CH:15]=1)=[O:38]. The yield is 0.213.